This data is from NCI-60 drug combinations with 297,098 pairs across 59 cell lines. The task is: Regression. Given two drug SMILES strings and cell line genomic features, predict the synergy score measuring deviation from expected non-interaction effect. (1) Drug 1: CC1=C2C(C(=O)C3(C(CC4C(C3C(C(C2(C)C)(CC1OC(=O)C(C(C5=CC=CC=C5)NC(=O)OC(C)(C)C)O)O)OC(=O)C6=CC=CC=C6)(CO4)OC(=O)C)O)C)O. Drug 2: C(=O)(N)NO. Cell line: K-562. Synergy scores: CSS=1.97, Synergy_ZIP=15.8, Synergy_Bliss=14.1, Synergy_Loewe=-11.8, Synergy_HSA=5.54. (2) Drug 1: C1=CC(=CC=C1C#N)C(C2=CC=C(C=C2)C#N)N3C=NC=N3. Drug 2: CCN(CC)CCNC(=O)C1=C(NC(=C1C)C=C2C3=C(C=CC(=C3)F)NC2=O)C. Cell line: HL-60(TB). Synergy scores: CSS=2.39, Synergy_ZIP=4.66, Synergy_Bliss=6.63, Synergy_Loewe=-9.81, Synergy_HSA=-8.69. (3) Drug 1: CC1=C(C=C(C=C1)NC2=NC=CC(=N2)N(C)C3=CC4=NN(C(=C4C=C3)C)C)S(=O)(=O)N.Cl. Drug 2: CN(C)N=NC1=C(NC=N1)C(=O)N. Cell line: BT-549. Synergy scores: CSS=-2.17, Synergy_ZIP=1.77, Synergy_Bliss=0.312, Synergy_Loewe=-2.73, Synergy_HSA=-2.42. (4) Synergy scores: CSS=-8.53, Synergy_ZIP=5.26, Synergy_Bliss=3.31, Synergy_Loewe=-6.76, Synergy_HSA=-6.75. Cell line: SF-268. Drug 2: B(C(CC(C)C)NC(=O)C(CC1=CC=CC=C1)NC(=O)C2=NC=CN=C2)(O)O. Drug 1: CN(C)C1=NC(=NC(=N1)N(C)C)N(C)C. (5) Drug 1: CC(C1=C(C=CC(=C1Cl)F)Cl)OC2=C(N=CC(=C2)C3=CN(N=C3)C4CCNCC4)N. Drug 2: C1CCC(CC1)NC(=O)N(CCCl)N=O. Cell line: SNB-75. Synergy scores: CSS=12.3, Synergy_ZIP=-6.52, Synergy_Bliss=-0.521, Synergy_Loewe=-2.71, Synergy_HSA=-1.01. (6) Drug 1: COC1=C2C(=CC3=C1OC=C3)C=CC(=O)O2. Drug 2: C1CCC(C(C1)N)N.C(=O)(C(=O)[O-])[O-].[Pt+4]. Cell line: SK-OV-3. Synergy scores: CSS=1.06, Synergy_ZIP=-2.16, Synergy_Bliss=-4.77, Synergy_Loewe=-5.01, Synergy_HSA=-4.10. (7) Drug 1: C1=CC(=C2C(=C1NCCNCCO)C(=O)C3=C(C=CC(=C3C2=O)O)O)NCCNCCO. Drug 2: CN(C)N=NC1=C(NC=N1)C(=O)N. Cell line: UACC-257. Synergy scores: CSS=11.0, Synergy_ZIP=0.873, Synergy_Bliss=7.30, Synergy_Loewe=-6.83, Synergy_HSA=1.69.